From a dataset of Forward reaction prediction with 1.9M reactions from USPTO patents (1976-2016). Predict the product of the given reaction. (1) Given the reactants [Cl:1][C:2]1[CH:7]=[C:6]([OH:8])[CH:5]=[CH:4][C:3]=1[C:9]1[N:13]=[C:12]([C:14]2[CH:15]=[CH:16][C:17]([O:22][CH:23]([CH3:25])[CH3:24])=[C:18]([CH:21]=2)[C:19]#[N:20])[O:11][N:10]=1.C(=O)([O-])[O-].[K+].[K+].[Br:32][CH2:33][CH2:34][CH2:35][CH2:36]Br.C(OCC)(=O)C, predict the reaction product. The product is: [Br:32][CH2:33][CH2:34][CH2:35][CH2:36][O:8][C:6]1[CH:5]=[CH:4][C:3]([C:9]2[N:13]=[C:12]([C:14]3[CH:15]=[CH:16][C:17]([O:22][CH:23]([CH3:25])[CH3:24])=[C:18]([CH:21]=3)[C:19]#[N:20])[O:11][N:10]=2)=[C:2]([Cl:1])[CH:7]=1. (2) Given the reactants Br[CH2:2][CH2:3][CH2:4][CH2:5][N:6]1[CH2:11][C:10](=[O:12])[N:9]2[CH2:13][CH2:14][CH2:15][CH:8]2[C:7]1=[O:16].[O:17]1[C:23]2[CH:24]=[CH:25][CH:26]=[C:27]([N:28]3[CH2:33][CH2:32][NH:31][CH2:30][CH2:29]3)[C:22]=2[O:21][CH2:20][CH2:19][CH2:18]1, predict the reaction product. The product is: [O:17]1[C:23]2[CH:24]=[CH:25][CH:26]=[C:27]([N:28]3[CH2:33][CH2:32][N:31]([CH2:2][CH2:3][CH2:4][CH2:5][N:6]4[CH2:11][C:10](=[O:12])[N:9]5[CH2:13][CH2:14][CH2:15][CH:8]5[C:7]4=[O:16])[CH2:30][CH2:29]3)[C:22]=2[O:21][CH2:20][CH2:19][CH2:18]1. (3) The product is: [Cl:11][C:12]1[CH:13]=[C:14]([CH:17]=[CH:18][C:19]=1[Cl:20])[CH2:15][O:1][C:2]1[CH:9]=[CH:8][C:5]([CH:6]=[O:7])=[CH:4][C:3]=1[CH3:10]. Given the reactants [OH:1][C:2]1[CH:9]=[CH:8][C:5]([CH:6]=[O:7])=[CH:4][C:3]=1[CH3:10].[Cl:11][C:12]1[CH:13]=[C:14]([CH:17]=[CH:18][C:19]=1[Cl:20])[CH2:15]O.C1(P(C2C=CC=CC=2)C2C=CC=CC=2)C=CC=CC=1.C1(C)C=CC=CC=1.N(C(OCC)=O)=NC(OCC)=O, predict the reaction product. (4) Given the reactants [CH3:1][CH:2]([C:4]1[C:8]([CH2:9][C:10]([O:12]C(C)(C)C)=[O:11])=[C:7]([CH:17]([CH3:19])[CH3:18])[O:6][N:5]=1)[CH3:3].FC(F)(F)C(O)=O, predict the reaction product. The product is: [CH3:3][CH:2]([C:4]1[C:8]([CH2:9][C:10]([OH:12])=[O:11])=[C:7]([CH:17]([CH3:19])[CH3:18])[O:6][N:5]=1)[CH3:1]. (5) Given the reactants [CH3:1][O:2][CH2:3][O:4][C:5]1[CH:10]=[C:9]([O:11][CH2:12][O:13][CH3:14])[CH:8]=[C:7]([O:15][C:16]2[CH:21]=[CH:20][C:19]([N+:22]([O-:24])=[O:23])=[CH:18][CH:17]=2)[C:6]=1[C:25](=[O:34])[CH2:26][C:27](=O)[C:28]([O:30][CH2:31][CH3:32])=[O:29].CC(O[Na])=O.[NH2:40]O.Cl.Cl, predict the reaction product. The product is: [CH3:1][O:2][CH2:3][O:4][C:5]1[CH:10]=[C:9]([O:11][CH2:12][O:13][CH3:14])[CH:8]=[C:7]([O:15][C:16]2[CH:21]=[CH:20][C:19]([N+:22]([O-:24])=[O:23])=[CH:18][CH:17]=2)[C:6]=1[C:25]1[O:34][N:40]=[C:27]([C:28]([O:30][CH2:31][CH3:32])=[O:29])[CH:26]=1. (6) Given the reactants ClC(Cl)(O[C:5](=[O:11])OC(Cl)(Cl)Cl)Cl.[CH2:13]([N:20]1[CH:24]=[C:23]([C@@H:25]2[NH:30][CH2:29][CH2:28][N:27]3[C:31](=[O:34])[CH2:32][CH2:33][C@@H:26]23)[C:22]([CH3:35])=[N:21]1)[C:14]1[CH:19]=[CH:18][CH:17]=[CH:16][CH:15]=1.F[C:37](F)(F)[C:38]1[CH:39]=[C:40]([C@H:48]([NH:50][CH3:51])[CH3:49])[CH:41]=[C:42]([C:44]([F:47])([F:46])[F:45])[CH:43]=1.[CH3:54]COC(C)=O, predict the reaction product. The product is: [CH2:13]([N:20]1[CH:24]=[C:23]([C@@H:25]2[N:30]([C:5]([N:50]([C@@H:48]([C:40]3[CH:41]=[C:42]([C:44]([F:47])([F:46])[F:45])[CH:43]=[C:38]([CH2:37][CH3:54])[CH:39]=3)[CH3:49])[CH3:51])=[O:11])[CH2:29][CH2:28][N:27]3[C:31](=[O:34])[CH2:32][CH2:33][C@@H:26]23)[C:22]([CH3:35])=[N:21]1)[C:14]1[CH:19]=[CH:18][CH:17]=[CH:16][CH:15]=1.